From a dataset of Full USPTO retrosynthesis dataset with 1.9M reactions from patents (1976-2016). Predict the reactants needed to synthesize the given product. (1) Given the product [Cl:27][C:21]1[CH:22]=[C:23]([Cl:26])[CH:24]=[CH:25][C:20]=1[C:15]1[C:14]2[C:19](=[C:11]([CH2:10][N:6]3[C:5]([C:3]([NH2:30])=[O:2])=[N:9][CH:8]=[N:7]3)[N:12]([CH3:28])[N:13]=2)[CH:18]=[CH:17][CH:16]=1, predict the reactants needed to synthesize it. The reactants are: C[O:2][C:3]([C:5]1[N:6]([CH2:10][C:11]2[N:12]([CH3:28])[N:13]=[C:14]3[C:19]=2[CH:18]=[CH:17][CH:16]=[C:15]3[C:20]2[CH:25]=[CH:24][C:23]([Cl:26])=[CH:22][C:21]=2[Cl:27])[N:7]=[CH:8][N:9]=1)=O.[C-]#[N:30].[Na+].N. (2) The reactants are: [CH3:1][C:2]1([CH3:66])[C@@H:5]([C:6]([O:8][C@H:9]2[CH2:26][CH2:25][C@@:24]3([CH3:27])[C@@H:11]([CH2:12][CH2:13][C@:14]4([CH3:53])[C@@H:23]3[CH2:22][CH2:21][C@H:20]3[C@@:15]4([CH3:52])[CH2:16][CH2:17][C@@:18]4([C:34]([N:36]5[CH2:40][CH2:39][CH2:38][C@H:37]5[C:41]5[NH:42][C:43]([C:46]6[CH:51]=[CH:50][CH:49]=[CH:48][CH:47]=6)=[CH:44][N:45]=5)=[O:35])[CH2:30][CH2:29][C@@H:28]([CH:31]([CH3:33])[CH3:32])[C@@H:19]43)[C:10]2([CH3:55])[CH3:54])=[O:7])[CH2:4][C@H:3]1[C:56]([O:58]CC1C=CC=CC=1)=[O:57]. Given the product [CH:31]([C@H:28]1[C@@H:19]2[C@@H:20]3[C@@:15]([CH3:52])([CH2:16][CH2:17][C@@:18]2([C:34]([N:36]2[CH2:40][CH2:39][CH2:38][C@H:37]2[C:41]2[NH:42][C:43]([C:46]4[CH:47]=[CH:48][CH:49]=[CH:50][CH:51]=4)=[CH:44][N:45]=2)=[O:35])[CH2:30][CH2:29]1)[C@@:14]1([CH3:53])[C@@H:23]([C@:24]2([CH3:27])[C@@H:11]([CH2:12][CH2:13]1)[C:10]([CH3:54])([CH3:55])[C@@H:9]([O:8][C:6]([C@H:5]1[CH2:4][C@@H:3]([C:56]([OH:58])=[O:57])[C:2]1([CH3:1])[CH3:66])=[O:7])[CH2:26][CH2:25]2)[CH2:22][CH2:21]3)([CH3:33])[CH3:32], predict the reactants needed to synthesize it. (3) Given the product [F:9][C:4]1[C:3]([NH:10][C:11]([C:13]2[C:14]([CH3:20])=[N:15][N:16]([CH3:19])[C:17]=2[F:18])=[O:12])=[C:2]([C:28]2[CH:29]=[CH:30][C:25]([CH:24]=[N:23][O:22][CH3:21])=[CH:26][CH:27]=2)[CH:7]=[C:6]([F:8])[CH:5]=1, predict the reactants needed to synthesize it. The reactants are: Br[C:2]1[CH:7]=[C:6]([F:8])[CH:5]=[C:4]([F:9])[C:3]=1[NH:10][C:11]([C:13]1[C:14]([CH3:20])=[N:15][N:16]([CH3:19])[C:17]=1[F:18])=[O:12].[CH3:21][O:22][N:23]=[CH:24][C:25]1[CH:30]=[CH:29][C:28](B(O)O)=[CH:27][CH:26]=1.COCCOC.C(=O)([O-])[O-].[Na+].[Na+].